From a dataset of Reaction yield outcomes from USPTO patents with 853,638 reactions. Predict the reaction yield, written as a fraction of the theoretical maximum amount of product (1.0 means a 100% yield; for example, 0.34 means a 34% yield). (1) The reactants are [F:1][C:2]1[CH:3]=[CH:4][C:5]([C:8]2[N:12]=[C:11]([C:13]3[CH:18]=[C:17]([C:19]4[CH:20]=[N:21][CH:22]=[CH:23][CH:24]=4)[CH:16]=[C:15]([F:25])[CH:14]=3)[O:10][N:9]=2)=[N:6][CH:7]=1.C(#N)C.[CH2:29](Br)[C:30]1[CH:35]=[CH:34][CH:33]=[CH:32][CH:31]=1.[BH4-].[Na+]. The catalyst is CO. The product is [F:1][C:2]1[CH:3]=[CH:4][C:5]([C:8]2[N:12]=[C:11]([C:13]3[CH:14]=[C:15]([F:25])[CH:16]=[C:17]([C:19]4[CH2:20][N:21]([CH2:29][C:30]5[CH:35]=[CH:34][CH:33]=[CH:32][CH:31]=5)[CH2:22][CH2:23][CH:24]=4)[CH:18]=3)[O:10][N:9]=2)=[N:6][CH:7]=1. The yield is 0.0800. (2) The reactants are [F:1][C:2]1[CH:3]=[N:4][CH:5]=[CH:6][C:7]=1[CH2:8][CH2:9][OH:10].C(N(CC)CC)C.[CH3:18][S:19](Cl)(=[O:21])=[O:20]. The catalyst is C(Cl)Cl.O. The product is [F:1][C:2]1[CH:3]=[N:4][CH:5]=[CH:6][C:7]=1[CH2:8][CH2:9][O:10][S:19]([CH3:18])(=[O:21])=[O:20]. The yield is 0.830. (3) The reactants are [CH3:1][O:2][C:3]1[CH:8]=[CH:7][C:6]([C:9]#[C:10][C:11]2[CH:12]=[N:13][CH:14]=[CH:15][C:16]=2[CH:17]=O)=[CH:5][CH:4]=1.Cl.[NH2:20][OH:21].C([O-])(=O)C.[Na+]. The catalyst is C(O)C.O. The product is [CH3:1][O:2][C:3]1[CH:8]=[CH:7][C:6]([C:9]#[C:10][C:11]2[CH:12]=[N:13][CH:14]=[CH:15][C:16]=2[CH:17]=[N:20][OH:21])=[CH:5][CH:4]=1. The yield is 0.960. (4) The reactants are [OH-].[Na+].[Cl:3][C:4]1[CH:12]=[C:11]2[C:7]([C@@:8]3([C:21]4([CH2:26][CH2:25][C:24]([CH3:28])([CH3:27])[CH2:23][CH2:22]4)[N:20]4[C@@H:15]([C:16](=[O:41])[O:17][C@@H](C5C=CC=CC=5)[C@H]4C4C=CC=CC=4)[C@@H:14]3[C:42]3[CH:47]=[CH:46][CH:45]=[C:44]([Cl:48])[C:43]=3[F:49])[C:9](=[O:13])[NH:10]2)=[CH:6][CH:5]=1.Cl.[N+]([O-])([O-])=O.[NH4+].[NH4+].[Ce+4].[N+]([O-])([O-])=O.[N+]([O-])([O-])=O.[N+]([O-])([O-])=O.[N+]([O-])([O-])=O.[N+]([O-])([O-])=O.C(=O)([O-])[O-].[K+].[K+]. The catalyst is O.CO. The product is [Cl:3][C:4]1[CH:12]=[C:11]2[C:7]([C:8]3([C@@H:14]([C:42]4[CH:47]=[CH:46][CH:45]=[C:44]([Cl:48])[C:43]=4[F:49])[C@H:15]([C:16]([OH:41])=[O:17])[NH:20][C:21]43[CH2:26][CH2:25][C:24]([CH3:28])([CH3:27])[CH2:23][CH2:22]4)[C:9](=[O:13])[NH:10]2)=[CH:6][CH:5]=1. The yield is 0.570. (5) The reactants are [CH3:1][N:2]([Si](C)(C)C)[CH3:3].[F:8][C:9]([P:15]([C:18]([F:24])([F:23])[C:19]([F:22])([F:21])[F:20])(=[O:17])[O-:16])([F:14])[C:10]([F:13])([F:12])[F:11].[CH3:25][N:26]([C+:28]([N:30]([CH3:32])[CH3:31])Cl)[CH3:27]. The catalyst is C(Cl)(Cl)Cl. The product is [F:14][C:9]([P:15]([C:18]([F:23])([F:24])[C:19]([F:22])([F:21])[F:20])(=[O:16])[O-:17])([F:8])[C:10]([F:13])([F:12])[F:11].[CH3:1][N:2]([CH3:3])[C:28](=[N+:26]([CH3:27])[CH3:25])[N:30]([CH3:32])[CH3:31]. The yield is 0.990. (6) The reactants are [F:1][C:2]([F:8])([F:7])[CH2:3][CH2:4][CH2:5][NH2:6].[C:9]1(=O)[CH2:14][CH2:13][CH2:12][CH2:11][CH2:10]1.[BH4-].[Na+]. The catalyst is CO. The product is [F:1][C:2]([F:8])([F:7])[CH2:3][CH2:4][CH2:5][NH:6][CH:9]1[CH2:14][CH2:13][CH2:12][CH2:11][CH2:10]1. The yield is 0.870. (7) The reactants are [Br:1][C:2]1[CH:10]=[CH:9][CH:8]=[CH:7][C:3]=1[C:4]([OH:6])=[O:5].C([O-])([O-])=O.[K+:15].[K+]. The catalyst is CO. The product is [K+:15].[Br:1][C:2]1[CH:10]=[CH:9][CH:8]=[CH:7][C:3]=1[C:4]([O-:6])=[O:5]. The yield is 1.00. (8) The reactants are CC1(C)C(C)(C)OB([C:9]2[CH2:18][CH2:17][C:12]3([O:16][CH2:15][CH2:14][O:13]3)[CH2:11][CH:10]=2)O1.Cl[C:21]1[CH:22]=[CH:23][C:24]([N+:29]([O-:31])=[O:30])=[C:25]([O:27][CH3:28])[CH:26]=1.C([O-])([O-])=O.[Na+].[Na+].O. The catalyst is O1CCOCC1.Cl[Pd](Cl)([P](C1C=CC=CC=1)(C1C=CC=CC=1)C1C=CC=CC=1)[P](C1C=CC=CC=1)(C1C=CC=CC=1)C1C=CC=CC=1. The product is [CH3:28][O:27][C:25]1[CH:26]=[C:21]([C:9]2[CH2:18][CH2:17][C:12]3([O:13][CH2:14][CH2:15][O:16]3)[CH2:11][CH:10]=2)[CH:22]=[CH:23][C:24]=1[N+:29]([O-:31])=[O:30]. The yield is 0.910. (9) The reactants are N[C:2]1[CH:7]=[C:6]([C:8]([O:10][CH3:11])=[O:9])[CH:5]=[CH:4][C:3]=1[N:12]1[CH2:17][CH2:16][N:15]([C:18]([O:20][C:21]([CH3:24])([CH3:23])[CH3:22])=[O:19])[CH2:14][CH2:13]1.O.C1(C)C=CC(S(O)(=O)=O)=CC=1.N([O-])=O.[Na+].[I-:41].[K+]. The catalyst is C(#N)C.O. The product is [I:41][C:2]1[CH:7]=[C:6]([C:8]([O:10][CH3:11])=[O:9])[CH:5]=[CH:4][C:3]=1[N:12]1[CH2:17][CH2:16][N:15]([C:18]([O:20][C:21]([CH3:24])([CH3:23])[CH3:22])=[O:19])[CH2:14][CH2:13]1. The yield is 0.430. (10) The reactants are [CH:1]1([CH2:7][OH:8])[CH2:6][CH2:5][CH:4]=[CH:3][CH2:2]1.CCN(CC)CC.Cl[S:17]([N:20]=C=O)(=[O:19])=[O:18].C(O)=O. The catalyst is C(Cl)Cl. The product is [S:17](=[O:19])(=[O:18])([O:8][CH2:7][CH:1]1[CH2:6][CH2:5][CH:4]=[CH:3][CH2:2]1)[NH2:20]. The yield is 0.750.